From a dataset of Full USPTO retrosynthesis dataset with 1.9M reactions from patents (1976-2016). Predict the reactants needed to synthesize the given product. Given the product [CH2:5]([O:6][CH:7]1[C@H:11]2[C@H:12]([O:32][Si:33]([C:36]([CH3:39])([CH3:38])[CH3:37])([CH3:35])[CH3:34])[N:13]([C:24]([O:26][CH2:27][C:28]([Cl:29])([Cl:31])[Cl:30])=[O:25])[C:14]3[CH:21]=[CH:20][C:19]([O:22][CH3:23])=[CH:18][C:15]=3[C:16](=[O:17])[N:10]2[CH2:9][C:8]1=[O:40])[CH2:4][CH2:3][CH2:2][CH2:1][O:41][CH:42]1[C@H:46]2[C@H:47]([O:67][Si:68]([C:71]([CH3:72])([CH3:73])[CH3:74])([CH3:69])[CH3:70])[N:48]([C:59]([O:61][CH2:62][C:63]([Cl:66])([Cl:65])[Cl:64])=[O:60])[C:49]3[CH:56]=[CH:55][C:54]([O:57][CH3:58])=[CH:53][C:50]=3[C:51](=[O:52])[N:45]2[CH2:44][C:43]1=[O:75], predict the reactants needed to synthesize it. The reactants are: [CH2:1]([O:41][CH:42]1[C@H:46]2[C@H:47]([O:67][Si:68]([C:71]([CH3:74])([CH3:73])[CH3:72])([CH3:70])[CH3:69])[N:48]([C:59]([O:61][CH2:62][C:63]([Cl:66])([Cl:65])[Cl:64])=[O:60])[C:49]3[CH:56]=[CH:55][C:54]([O:57][CH3:58])=[CH:53][C:50]=3[C:51](=[O:52])[N:45]2[CH2:44][C@H:43]1[OH:75])[CH2:2][CH2:3][CH2:4][CH2:5][O:6][CH:7]1[C@H:11]2[C@H:12]([O:32][Si:33]([C:36]([CH3:39])([CH3:38])[CH3:37])([CH3:35])[CH3:34])[N:13]([C:24]([O:26][CH2:27][C:28]([Cl:31])([Cl:30])[Cl:29])=[O:25])[C:14]3[CH:21]=[CH:20][C:19]([O:22][CH3:23])=[CH:18][C:15]=3[C:16](=[O:17])[N:10]2[CH2:9][C@H:8]1[OH:40].